From a dataset of Full USPTO retrosynthesis dataset with 1.9M reactions from patents (1976-2016). Predict the reactants needed to synthesize the given product. (1) Given the product [Cl:2][C:3]1[CH:4]=[C:5]2[C:9](=[CH:10][CH:11]=1)[NH:8][C:7]([C:12]([NH:14][C@H:15]1[CH2:20][CH2:19][C@H:18]([C:21]([O:23][CH2:24][CH3:25])=[O:22])[CH2:17][C@H:16]1[NH:26][C:37]([C:35]1[S:36][C:30]3[CH2:29][N:28]([CH3:27])[CH2:33][CH2:32][C:31]=3[N:34]=1)=[O:38])=[O:13])=[CH:6]2, predict the reactants needed to synthesize it. The reactants are: Cl.[Cl:2][C:3]1[CH:4]=[C:5]2[C:9](=[CH:10][CH:11]=1)[NH:8][C:7]([C:12]([NH:14][C@H:15]1[CH2:20][CH2:19][C@H:18]([C:21]([O:23][CH2:24][CH3:25])=[O:22])[CH2:17][C@H:16]1[NH2:26])=[O:13])=[CH:6]2.[CH3:27][N:28]1[CH2:33][CH2:32][C:31]2[N:34]=[C:35]([C:37]([O-])=[O:38])[S:36][C:30]=2[CH2:29]1.[Li+].O.ON1C2C=CC=CC=2N=N1.Cl.CN(C)CCCN=C=NCC. (2) Given the product [CH3:1][C:2]1[N:6]([CH2:7][C:8]2[CH:9]=[CH:10][C:11]([CH2:14][CH2:15][CH2:16][N:34]3[CH2:38][CH2:37][CH2:36][CH2:35]3)=[N:12][CH:13]=2)[N:5]=[C:4]([C:18]2[O:22][N:21]=[C:20]([C:23]3[CH:28]=[CH:27][C:26]([O:29][C:30]([F:32])([F:31])[F:33])=[CH:25][CH:24]=3)[N:19]=2)[CH:3]=1, predict the reactants needed to synthesize it. The reactants are: [CH3:1][C:2]1[N:6]([CH2:7][C:8]2[CH:9]=[CH:10][C:11]([CH2:14][CH2:15][CH:16]=O)=[N:12][CH:13]=2)[N:5]=[C:4]([C:18]2[O:22][N:21]=[C:20]([C:23]3[CH:28]=[CH:27][C:26]([O:29][C:30]([F:33])([F:32])[F:31])=[CH:25][CH:24]=3)[N:19]=2)[CH:3]=1.[NH:34]1[CH2:38][CH2:37][CH2:36][CH2:35]1.C(O[BH-](OC(=O)C)OC(=O)C)(=O)C.[Na+].[Cl-].[Na+]. (3) Given the product [Cl:38][C:34]1[CH:33]=[C:32]([CH:37]=[CH:36][CH:35]=1)[CH2:31][NH:30][C:26]1[N:25]=[C:24]([C:23]2[C:18]3[C:19](=[N:20][C:15]([NH:14][CH:11]4[CH2:10][CH2:9][CH:8]([NH2:7])[CH2:13][CH2:12]4)=[N:16][CH:17]=3)[NH:21][N:22]=2)[CH:29]=[CH:28][N:27]=1, predict the reactants needed to synthesize it. The reactants are: C(OC(=O)[NH:7][CH:8]1[CH2:13][CH2:12][CH:11]([NH:14][C:15]2[N:20]=[C:19]3[NH:21][N:22]=[C:23]([C:24]4[CH:29]=[CH:28][N:27]=[C:26]([NH:30][CH2:31][C:32]5[CH:37]=[CH:36][CH:35]=[C:34]([Cl:38])[CH:33]=5)[N:25]=4)[C:18]3=[CH:17][N:16]=2)[CH2:10][CH2:9]1)(C)(C)C. (4) Given the product [C:25]([C:29]1[CH:30]=[CH:31][C:32]([CH:33]2[CH2:14][C:15](=[O:16])[C:17]3[C:18](=[CH:19][CH:20]=[CH:21][C:22]=3[OH:23])[O:24]2)=[CH:35][CH:36]=1)([CH3:28])([CH3:26])[CH3:27], predict the reactants needed to synthesize it. The reactants are: [Si](=O)=O.B(O)(O)O.N1CCCCC1.[CH3:14][C:15]([C:17]1[C:18]([OH:24])=[CH:19][CH:20]=[CH:21][C:22]=1[OH:23])=[O:16].[C:25]([C:29]1[CH:36]=[CH:35][C:32]([CH:33]=O)=[CH:31][CH:30]=1)([CH3:28])([CH3:27])[CH3:26].Cl. (5) The reactants are: [Cl:1][C:2]1[C:7]([CH2:8][OH:9])=[CH:6][CH:5]=[C:4]([C:10]([F:13])([F:12])[F:11])[N:3]=1.[Cr](Cl)([O-])(=O)=O.[NH+]1C=CC=CC=1. Given the product [Cl:1][C:2]1[N:3]=[C:4]([C:10]([F:13])([F:11])[F:12])[CH:5]=[CH:6][C:7]=1[CH:8]=[O:9], predict the reactants needed to synthesize it. (6) Given the product [Br:1][C:2]1[NH:3][C:4]2[C:9]([C:10]=1[CH2:11][CH:12]1[CH:16]([O:17][C:18](=[O:20])[CH3:19])[CH2:15][CH2:14][N:13]1[C:29](=[O:30])[CH:22]([NH:21][C:32]([O:34][C:35]([CH3:37])([CH3:36])[CH3:38])=[O:33])[CH:23]1[CH2:28][CH2:27][CH2:26][CH2:25][CH2:24]1)=[CH:8][CH:7]=[CH:6][CH:5]=2, predict the reactants needed to synthesize it. The reactants are: [Br:1][C:2]1[NH:3][C:4]2[C:9]([C:10]=1[CH2:11][CH:12]1[CH:16]([O:17][C:18](=[O:20])[CH3:19])[CH2:15][CH2:14][NH:13]1)=[CH:8][CH:7]=[CH:6][CH:5]=2.[NH:21]([C:32]([O:34][C:35]([CH3:38])([CH3:37])[CH3:36])=[O:33])[C@H:22]([C:29](O)=[O:30])[CH:23]1[CH2:28][CH2:27][CH2:26][CH2:25][CH2:24]1.CN(C(ON1N=NC2C=CC=NC1=2)=[N+](C)C)C.F[P-](F)(F)(F)(F)F.CCN(C(C)C)C(C)C. (7) The reactants are: Br[C:2]1[CH:7]=[CH:6][C:5]([C@H:8]([NH:13][C@H:14]([C:18]([NH:20][C@H:21]([C:32]#[N:33])[CH2:22][C:23]2[CH:28]=[CH:27][C:26]([C:29]#[N:30])=[CH:25][C:24]=2[F:31])=[O:19])[CH:15]([CH3:17])[CH3:16])[C:9]([F:12])([F:11])[F:10])=[CH:4][CH:3]=1.[F:34][CH:35]([F:53])[C@@H:36]([C:38]1[CH:43]=[CH:42][C:41](B2OC(C)(C)C(C)(C)O2)=[CH:40][CH:39]=1)[OH:37]. Given the product [C:32]([C@H:21]([CH2:22][C:23]1[CH:28]=[CH:27][C:26]([C:29]#[N:30])=[CH:25][C:24]=1[F:31])[NH:20][C:18](=[O:19])[C@@H:14]([NH:13][C@@H:8]([C:5]1[CH:6]=[CH:7][C:2]([C:41]2[CH:40]=[CH:39][C:38]([C@@H:36]([OH:37])[CH:35]([F:53])[F:34])=[CH:43][CH:42]=2)=[CH:3][CH:4]=1)[C:9]([F:12])([F:11])[F:10])[CH:15]([CH3:17])[CH3:16])#[N:33], predict the reactants needed to synthesize it.